Dataset: Forward reaction prediction with 1.9M reactions from USPTO patents (1976-2016). Task: Predict the product of the given reaction. (1) The product is: [CH3:37][O:38][C:39]1[CH:46]=[CH:45][C:42]([CH2:43][N:20]2[CH2:21][CH2:22][CH:17]([NH:16][C:9]3[CH:10]=[C:11]([C:12]([F:14])([F:15])[F:13])[C:6]([C:5]([NH2:30])=[O:23])=[CH:7][N:8]=3)[CH2:18][CH2:19]2)=[CH:41][C:40]=1[O:47][CH2:48][CH2:49][CH3:50]. Given the reactants Cl.Cl.CO[C:5](=[O:23])[C:6]1[C:11]([C:12]([F:15])([F:14])[F:13])=[CH:10][C:9]([NH:16][CH:17]2[CH2:22][CH2:21][NH:20][CH2:19][CH2:18]2)=[N:8][CH:7]=1.C(O)(=O)C.C([N:30](C(C)C)C(C)C)C.[CH3:37][O:38][C:39]1[CH:46]=[CH:45][C:42]([CH:43]=O)=[CH:41][C:40]=1[O:47][CH2:48][CH2:49][CH3:50].C([BH3-])#N.[Na+].[C-]#N.[K+].[NH4+].[OH-], predict the reaction product. (2) Given the reactants Cl[Si](C)(C)C.[I-].[Na+].C[O:9][C:10]1[CH:15]=[CH:14][N:13]=[C:12]([C:16]2[CH:17]=[N:18][N:19]3[CH:24]=[CH:23][C:22]([C:25]#[N:26])=[CH:21][C:20]=23)[N:11]=1, predict the reaction product. The product is: [OH:9][C:10]1[CH:15]=[CH:14][N:13]=[C:12]([C:16]2[CH:17]=[N:18][N:19]3[CH:24]=[CH:23][C:22]([C:25]#[N:26])=[CH:21][C:20]=23)[N:11]=1. (3) Given the reactants [Br:1][C:2]1[CH:7]=[CH:6][C:5]([C:8]([S:14]([NH2:17])(=[O:16])=[O:15])([C:10]([OH:13])([CH3:12])[CH3:11])[CH3:9])=[CH:4][CH:3]=1.C(O)(=O)C.[CH3:22][O:23][C:24](OC)(OC)OC, predict the reaction product. The product is: [Br:1][C:2]1[CH:3]=[CH:4][C:5]([C:8]2([CH3:9])[C:10]([CH3:11])([CH3:12])[O:13][C:22]([O:23][CH3:24])=[N:17][S:14]2(=[O:15])=[O:16])=[CH:6][CH:7]=1.